Predict the product of the given reaction. From a dataset of Forward reaction prediction with 1.9M reactions from USPTO patents (1976-2016). Given the reactants [Cl:1][CH2:2][CH2:3][CH2:4][CH2:5][CH2:6][CH:7]1[CH2:24][C@@:22]2([CH3:23])[C@@H:18]([CH2:19][CH:20]=[C:21]2[O:25]C(=O)C)[C@H:17]2[C@H:8]1[C:9]1[CH:10]=[CH:11][C:12]([O:29][C:30](=[O:32])[CH3:31])=[CH:13][C:14]=1[CH2:15][CH2:16]2.C([O-])(=O)C.[Na+].[Br:38]N1C(=O)CCC1=O.O, predict the reaction product. The product is: [C:30]([O:29][C:12]1[CH:11]=[CH:10][C:9]2[C@@H:8]3[C@H:17]([C@H:18]4[C@@:22]([CH2:24][CH:7]3[CH2:6][CH2:5][CH2:4][CH2:3][CH2:2][Cl:1])([CH3:23])[C:21](=[O:25])[CH:20]([Br:38])[CH2:19]4)[CH2:16][CH2:15][C:14]=2[CH:13]=1)(=[O:32])[CH3:31].